From a dataset of Catalyst prediction with 721,799 reactions and 888 catalyst types from USPTO. Predict which catalyst facilitates the given reaction. (1) Reactant: Cl[C:2]1[N:3]=[C:4]([OH:12])[C:5]2[CH:11]=[CH:10][N:9]=[CH:8][C:6]=2[N:7]=1.[C:13]1([OH:19])[CH:18]=[CH:17][CH:16]=[CH:15][CH:14]=1.C([O-])([O-])=O.[Cs+].[Cs+]. Product: [O:19]([C:2]1[N:3]=[C:4]([OH:12])[C:5]2[CH:11]=[CH:10][N:9]=[CH:8][C:6]=2[N:7]=1)[C:13]1[CH:18]=[CH:17][CH:16]=[CH:15][CH:14]=1. The catalyst class is: 122. (2) Reactant: [C:1]1([CH:11]=[O:12])[C:10]2[C:5](=[CH:6][CH:7]=[CH:8][CH:9]=2)[CH:4]=[CH:3][N:2]=1.[NH2:13][C:14]1[CH:19]=[CH:18][C:17]([CH2:20][C:21]([O:23][CH3:24])=[O:22])=[CH:16][C:15]=1O.C(O)(=O)C.C(O)(=O)C.IC1C=CC=CC=1. Product: [C:1]1([C:11]2[O:12][C:15]3[CH:16]=[C:17]([CH2:20][C:21]([O:23][CH3:24])=[O:22])[CH:18]=[CH:19][C:14]=3[N:13]=2)[C:10]2[C:5](=[CH:6][CH:7]=[CH:8][CH:9]=2)[CH:4]=[CH:3][N:2]=1. The catalyst class is: 8. (3) Product: [CH3:21][O:22][C:23]1[CH:24]=[CH:25][C:26]([C:29]2[C:34]([CH3:35])=[C:33]([C:36]([F:38])([F:37])[F:39])[N:32]3[N:40]=[CH:41][C:42]([C:43]([N:45]4[CH2:50][CH2:49][N:48]([C@H:2]([C:4]5[S:8][C:7]([C:9]#[N:10])=[CH:6][CH:5]=5)[CH3:3])[CH2:47][C@H:46]4[CH3:51])=[O:44])=[C:31]3[N:30]=2)=[CH:27][CH:28]=1. Reactant: O[C@@H:2]([C:4]1[S:8][C:7]([C:9]#[N:10])=[CH:6][CH:5]=1)[CH3:3].CS(Cl)(=O)=O.S([O-])(=O)(=O)C.[CH3:21][O:22][C:23]1[CH:28]=[CH:27][C:26]([C:29]2[C:34]([CH3:35])=[C:33]([C:36]([F:39])([F:38])[F:37])[N:32]3[N:40]=[CH:41][C:42]([C:43]([N:45]4[CH2:50][CH2:49][NH:48][CH2:47][C@H:46]4[CH3:51])=[O:44])=[C:31]3[N:30]=2)=[CH:25][CH:24]=1. The catalyst class is: 25. (4) Reactant: [CH3:1][C:2]([NH:4][CH2:5][CH2:6][CH2:7][CH2:8][C@H:9]([NH:13][C:14]([O:16][C:17]([CH3:20])([CH3:19])[CH3:18])=[O:15])[C:10]([OH:12])=[O:11])=[O:3].C[N:22]1CCOCC1.C(OC(Cl)=O)C(C)C.N[C:37]1[CH:47]=[CH:46][C:40]2[N:41]=[C:42]([C:44]#[N:45])[S:43][C:39]=2[CH:38]=1. Product: [NH:13]([C:14]([O:16][C:17]([CH3:20])([CH3:19])[CH3:18])=[O:15])[C@H:9]([C:10]([OH:12])=[O:11])[CH2:8][CH2:7][CH2:6][CH2:5][NH:4][C:2]([CH3:1])=[O:3].[NH2:22][C:46]1[C:40]2[N:41]=[C:42]([C:44]#[N:45])[S:43][C:39]=2[CH:38]=[CH:37][CH:47]=1. The catalyst class is: 1.